Predict the reactants needed to synthesize the given product. From a dataset of Full USPTO retrosynthesis dataset with 1.9M reactions from patents (1976-2016). (1) Given the product [N+:8]([C:7]1[CH:6]=[CH:5][C:4]([C:20]2[CH:19]=[N:18][CH:23]=[CH:22][CH:21]=2)=[N:3][C:2]=1[NH2:1])([O-:10])=[O:9], predict the reactants needed to synthesize it. The reactants are: [NH2:1][C:2]1[C:7]([N+:8]([O-:10])=[O:9])=[CH:6][CH:5]=[C:4](Cl)[N:3]=1.C([O-])([O-])=O.[Na+].[Na+].[N:18]1[CH:23]=[CH:22][CH:21]=[C:20](B(O)O)[CH:19]=1. (2) Given the product [F:41][C:40]([F:43])([F:42])[S:37]([O:2][C:3]1[CH:12]=[CH:11][CH:10]=[C:9]2[C:4]=1[CH:5]=[CH:6][C:7]([CH3:13])=[N:8]2)(=[O:39])=[O:38], predict the reactants needed to synthesize it. The reactants are: Br.[OH:2][C:3]1[CH:12]=[CH:11][CH:10]=[C:9]2[C:4]=1[CH:5]=[CH:6][C:7]([CH3:13])=[N:8]2.C(=O)([O-])O.[Na+].OC1C=CC=C2C=1C=CC(C)=N2.N1C=CC=CC=1.[S:37](O[S:37]([C:40]([F:43])([F:42])[F:41])(=[O:39])=[O:38])([C:40]([F:43])([F:42])[F:41])(=[O:39])=[O:38].[Cl-].[NH4+]. (3) The reactants are: [Cl:1][C:2]1[CH:10]=[CH:9][C:8]([S:11]([CH3:14])(=[O:13])=[O:12])=[CH:7][C:3]=1[C:4]([OH:6])=[O:5].[CH3:15][CH:16]([C:18]1[CH:19]=[N:20][C:21]2[C:26]([C:27]=1[C:28]1[CH:33]=[CH:32][CH:31]=[C:30](O)[CH:29]=1)=[CH:25][CH:24]=[CH:23][C:22]=2[Cl:35])[CH3:17].Cl.C(N=C=NCCCN(C)C)C.O. Given the product [Cl:1][C:2]1[CH:10]=[CH:9][C:8]([S:11]([CH3:14])(=[O:13])=[O:12])=[CH:7][C:3]=1[C:4]([O:6][C:32]1[CH:31]=[CH:30][CH:29]=[C:28]([C:27]2[C:26]3[C:21](=[C:22]([Cl:35])[CH:23]=[CH:24][CH:25]=3)[N:20]=[CH:19][C:18]=2[CH:16]([CH3:17])[CH3:15])[CH:33]=1)=[O:5], predict the reactants needed to synthesize it.